This data is from Reaction yield outcomes from USPTO patents with 853,638 reactions. The task is: Predict the reaction yield, written as a fraction of the theoretical maximum amount of product (1.0 means a 100% yield; for example, 0.34 means a 34% yield). (1) The reactants are Cl[C:2]1[CH:7]=[C:6]([N:8]2[CH:12]=[N:11][CH:10]=[N:9]2)[N:5]=[CH:4][N:3]=1.[NH3:13]. The catalyst is C(O)(C)C. The product is [N:8]1([C:6]2[N:5]=[CH:4][N:3]=[C:2]([NH2:13])[CH:7]=2)[CH:12]=[N:11][CH:10]=[N:9]1. The yield is 0.960. (2) The reactants are C1(P(C2C=CC=CC=2)C2C=CC=CC=2)C=CC=CC=1.BrN1C(=O)CCC1=O.[CH:28]1([CH2:33][C@H:34]([C:38]2[CH:43]=[CH:42][C:41]([Cl:44])=[C:40]([Cl:45])[CH:39]=2)[C:35]([OH:37])=O)[CH2:32][CH2:31][CH2:30][CH2:29]1.[NH2:46][C:47]1[NH:48][C:49]2[CH:55]=[CH:54][CH:53]=[CH:52][C:50]=2[N:51]=1.N1C=CC=CC=1. The catalyst is C(Cl)Cl.O. The product is [NH:48]1[C:49]2[CH:55]=[CH:54][CH:53]=[CH:52][C:50]=2[N:51]=[C:47]1[NH:46][C:35](=[O:37])[C@@H:34]([C:38]1[CH:43]=[CH:42][C:41]([Cl:44])=[C:40]([Cl:45])[CH:39]=1)[CH2:33][CH:28]1[CH2:29][CH2:30][CH2:31][CH2:32]1. The yield is 0.640. (3) The reactants are [CH2:1]([O:3][C:4](=[O:12])[C:5]1[CH:10]=[CH:9][C:8](Br)=[CH:7][CH:6]=1)[CH3:2].[CH:13]([C:15]1[CH:16]=[C:17](B(O)O)[CH:18]=[CH:19][CH:20]=1)=[O:14].C([O-])([O-])=O.[K+].[K+]. The catalyst is C1(C)C=CC=CC=1.C(O)C.C(OCC)(=O)C.C1C=CC([P]([Pd]([P](C2C=CC=CC=2)(C2C=CC=CC=2)C2C=CC=CC=2)([P](C2C=CC=CC=2)(C2C=CC=CC=2)C2C=CC=CC=2)[P](C2C=CC=CC=2)(C2C=CC=CC=2)C2C=CC=CC=2)(C2C=CC=CC=2)C2C=CC=CC=2)=CC=1. The product is [CH2:1]([O:3][C:4]([C:5]1[CH:10]=[CH:9][C:8]([C:19]2[CH:18]=[CH:17][CH:16]=[C:15]([CH:13]=[O:14])[CH:20]=2)=[CH:7][CH:6]=1)=[O:12])[CH3:2]. The yield is 0.510.